From a dataset of Catalyst prediction with 721,799 reactions and 888 catalyst types from USPTO. Predict which catalyst facilitates the given reaction. (1) Reactant: C[O:2][C:3](=O)[CH2:4][CH2:5][CH2:6][CH2:7][CH2:8][S:9]([C:11]1[CH:16]=[CH:15][C:14]([Cl:17])=[CH:13][CH:12]=1)=[O:10].[NH2:19][OH:20].[OH-].[K+].CO. Product: [OH:20][NH:19][C:3](=[O:2])[CH2:4][CH2:5][CH2:6][CH2:7][CH2:8][S:9]([C:11]1[CH:16]=[CH:15][C:14]([Cl:17])=[CH:13][CH:12]=1)=[O:10]. The catalyst class is: 1. (2) Reactant: [C:1]([O:5][C:6]([N:8]1[CH2:14][CH2:13][CH2:12][NH:11][CH2:10][CH2:9]1)=[O:7])([CH3:4])([CH3:3])[CH3:2].[C:15]1(=O)[CH2:18][CH2:17][CH2:16]1.C(O)(=O)C.C(O[BH-](OC(=O)C)OC(=O)C)(=O)C.[Na+].C([O-])(O)=O.[Na+]. Product: [CH:15]1([N:11]2[CH2:12][CH2:13][CH2:14][N:8]([C:6]([O:5][C:1]([CH3:4])([CH3:2])[CH3:3])=[O:7])[CH2:9][CH2:10]2)[CH2:18][CH2:17][CH2:16]1. The catalyst class is: 26.